This data is from TCR-epitope binding with 47,182 pairs between 192 epitopes and 23,139 TCRs. The task is: Binary Classification. Given a T-cell receptor sequence (or CDR3 region) and an epitope sequence, predict whether binding occurs between them. (1) Result: 0 (the TCR does not bind to the epitope). The epitope is HTTDPSFLGRY. The TCR CDR3 sequence is CASRAARGVDNEQFF. (2) The epitope is FLPRVFSAV. The TCR CDR3 sequence is CASSEGGTSGETQYF. Result: 1 (the TCR binds to the epitope). (3) The epitope is LLMPILTLT. The TCR CDR3 sequence is CASSEGIMRPGQTPYEQYF. Result: 0 (the TCR does not bind to the epitope). (4) The epitope is FADDLNQLTGY. The TCR CDR3 sequence is CASSQEGRVNYGYTF. Result: 1 (the TCR binds to the epitope).